The task is: Predict the reactants needed to synthesize the given product.. This data is from Full USPTO retrosynthesis dataset with 1.9M reactions from patents (1976-2016). (1) Given the product [NH2:8][C@@H:9]1[CH2:13][CH2:12][C@H:11]([CH2:14][PH:15](=[O:16])[OH:20])[CH2:10]1, predict the reactants needed to synthesize it. The reactants are: C(OC([NH:8][C@@H:9]1[CH2:13][CH2:12][C@H:11]([CH2:14][PH:15](=[O:20])[O:16]C(C)C)[CH2:10]1)=O)(C)(C)C. (2) Given the product [CH3:1][C:2]1[N:7]=[C:6]([C:8]#[C:9][CH:10]([CH:12]2[CH2:13][CH2:14][N:15]([C:19]3[C:24]([N+:25]([O-:27])=[O:26])=[CH:23][CH:22]=[CH:21][N:20]=3)[CH2:16][CH2:17]2)[OH:11])[CH:5]=[CH:4][CH:3]=1, predict the reactants needed to synthesize it. The reactants are: [CH3:1][C:2]1[N:7]=[C:6]([C:8]#[C:9][CH:10]([CH:12]2[CH2:17][CH2:16][NH:15][CH2:14][CH2:13]2)[OH:11])[CH:5]=[CH:4][CH:3]=1.Br[C:19]1[C:24]([N+:25]([O-:27])=[O:26])=[CH:23][CH:22]=[CH:21][N:20]=1.C(N(CC)CC)C.O. (3) Given the product [CH3:1][O:2][C:3]1[CH:4]=[C:5]([CH:8]=[CH:9][C:10]=1[O:11][CH3:12])[CH2:6][N:13]1[CH2:18][CH2:17][CH:16]([C:19]2[CH:20]=[CH:21][C:22]([C:25]3[N:30]=[C:29]([NH2:31])[CH:28]=[CH:27][CH:26]=3)=[CH:23][CH:24]=2)[CH2:15][CH2:14]1, predict the reactants needed to synthesize it. The reactants are: [CH3:1][O:2][C:3]1[CH:4]=[C:5]([CH:8]=[CH:9][C:10]=1[O:11][CH3:12])[CH2:6]Br.[NH:13]1[CH2:18][CH2:17][CH:16]([C:19]2[CH:24]=[CH:23][C:22]([C:25]3[N:30]=[C:29]([NH2:31])[CH:28]=[CH:27][CH:26]=3)=[CH:21][CH:20]=2)[CH2:15][CH2:14]1. (4) Given the product [Br:1][C:2]1[CH:11]=[CH:10][C:5]([C:6]2[O:7][CH:17]=[N:9][N:8]=2)=[CH:4][CH:3]=1, predict the reactants needed to synthesize it. The reactants are: [Br:1][C:2]1[CH:11]=[CH:10][C:5]([C:6]([NH:8][NH2:9])=[O:7])=[CH:4][CH:3]=1.S(=O)(=O)(O)O.[CH2:17](OC(OCC)OCC)C.